From a dataset of Full USPTO retrosynthesis dataset with 1.9M reactions from patents (1976-2016). Predict the reactants needed to synthesize the given product. (1) Given the product [NH2:1][C:2]1[N:7]=[C:6]([N:8]2[C:12]3[CH:13]=[C:14]([C:17]#[C:18][C@:19]([C:22]4[N:27]=[C:26]([CH3:25])[O:42][N:23]=4)([OH:21])[CH3:20])[CH:15]=[CH:16][C:11]=3[N:10]=[C:9]2[O:28][CH2:29][CH2:30][O:31][CH3:32])[CH:5]=[CH:4][N:3]=1, predict the reactants needed to synthesize it. The reactants are: [NH2:1][C:2]1[N:7]=[C:6]([N:8]2[C:12]3[CH:13]=[C:14]([C:17]#[C:18][C:19]([C:22]4[N:27]=[CH:26][CH:25]=C[N:23]=4)([OH:21])[CH3:20])[CH:15]=[CH:16][C:11]=3[N:10]=[C:9]2[O:28][CH2:29][CH2:30][O:31][CH3:32])[CH:5]=[CH:4][N:3]=1.IC1C=CC2N=C([O:42]CCOC)N(C3C=CN=C(N)N=3)C=2C=1.CC1ON=C([C@](O)(C#C)C)N=1. (2) Given the product [C:1]([O:5][C:6]([N:8]1[CH2:13][CH2:12][CH:11]([NH:22][C:21]2[CH:23]=[CH:24][C:18]([O:17][C:16]([F:15])([F:25])[F:26])=[CH:19][CH:20]=2)[CH2:10][CH2:9]1)=[O:7])([CH3:4])([CH3:3])[CH3:2], predict the reactants needed to synthesize it. The reactants are: [C:1]([O:5][C:6]([N:8]1[CH2:13][CH2:12][C:11](=O)[CH2:10][CH2:9]1)=[O:7])([CH3:4])([CH3:3])[CH3:2].[F:15][C:16]([F:26])([F:25])[O:17][C:18]1[CH:24]=[CH:23][C:21]([NH2:22])=[CH:20][CH:19]=1. (3) Given the product [CH3:30][S:31]([O:33][CH2:15][CH2:14][CH2:13][CH2:12][C:9]1[CH:10]=[CH:11][C:6]([O:5][C:1]([CH3:4])([CH3:3])[CH3:2])=[CH:7][CH:8]=1)(=[O:26])=[O:32], predict the reactants needed to synthesize it. The reactants are: [C:1]([O:5][C:6]1[CH:11]=[CH:10][C:9]([CH:12](O)[CH2:13][CH2:14][CH3:15])=[CH:8][CH:7]=1)([CH3:4])([CH3:3])[CH3:2].C(N(CC)CC)C.C(OCC)(=[O:26])C.[CH3:30][S:31](Cl)(=[O:33])=[O:32]. (4) The reactants are: [OH-].[Na+].[Cl:3][C:4]1[N:9]=[C:8]([N:10]2[CH2:15][CH2:14][O:13][CH2:12][C@H:11]2[CH3:16])[CH:7]=[C:6]([CH2:17][S:18]([CH3:21])(=[O:20])=[O:19])[N:5]=1.Br[CH2:23][CH2:24][O:25][CH2:26][CH2:27]Br. Given the product [Cl:3][C:4]1[N:9]=[C:8]([N:10]2[CH2:15][CH2:14][O:13][CH2:12][C@H:11]2[CH3:16])[CH:7]=[C:6]([C:17]2([S:18]([CH3:21])(=[O:20])=[O:19])[CH2:27][CH2:26][O:25][CH2:24][CH2:23]2)[N:5]=1, predict the reactants needed to synthesize it.